This data is from Forward reaction prediction with 1.9M reactions from USPTO patents (1976-2016). The task is: Predict the product of the given reaction. (1) Given the reactants Cl.[F:2][C:3]1[CH:8]=[CH:7][C:6]([NH:9][NH2:10])=[CH:5][CH:4]=1.CCN(C(C)C)C(C)C.[CH:20](=O)[CH:21]=[O:22], predict the reaction product. The product is: [F:2][C:3]1[CH:8]=[CH:7][C:6]([NH:9]/[N:10]=[CH:20]/[CH:21]=[O:22])=[CH:5][CH:4]=1. (2) Given the reactants [BH4-].[Li+].[OH:3][C:4]1([C:23]2[CH:28]=[CH:27][CH:26]=[CH:25][CH:24]=2)[CH2:22][CH:7]2[CH2:8][N:9]([CH2:11][CH2:12][C:13]([C:15]3[CH:20]=[CH:19][C:18]([OH:21])=[CH:17][CH:16]=3)=[O:14])[CH2:10][CH:6]2[CH2:5]1, predict the reaction product. The product is: [OH:14][CH:13]([C:15]1[CH:16]=[CH:17][C:18]([OH:21])=[CH:19][CH:20]=1)[CH2:12][CH2:11][N:9]1[CH2:8][CH:7]2[CH2:22][C:4]([C:23]3[CH:28]=[CH:27][CH:26]=[CH:25][CH:24]=3)([OH:3])[CH2:5][CH:6]2[CH2:10]1.